From a dataset of Forward reaction prediction with 1.9M reactions from USPTO patents (1976-2016). Predict the product of the given reaction. (1) Given the reactants Cl.C(OC([N:12]1[CH2:16][CH:15]([N:17]2[CH2:22][CH2:21][O:20][CH2:19][CH2:18]2)[CH2:14][N:13]1[C:23](=[O:32])[CH2:24][C:25]1[CH:30]=[CH:29][C:28]([F:31])=[CH:27][CH:26]=1)=O)C1C=CC=CC=1, predict the reaction product. The product is: [F:31][C:28]1[CH:29]=[CH:30][C:25]([CH2:24][C:23]([N:13]2[CH2:14][CH:15]([N:17]3[CH2:22][CH2:21][O:20][CH2:19][CH2:18]3)[CH2:16][NH:12]2)=[O:32])=[CH:26][CH:27]=1. (2) Given the reactants COC1C=CC(N2CCN(C)CC2)=C2C=1CCN(C(=O)CC1[CH:27]=[CH:26][C:25]([S:28]([NH:31][CH2:32][CH2:33][CH3:34])(=[O:30])=[O:29])=[CH:24]C=1)C2.[CH3:36]N(C=O)C.[C:41]([N:48]1[CH:52]=[CH:51]N=C1)([N:43]1[CH:47]=[CH:46]N=[CH:44]1)=[O:42].[CH3:53][O:54][C:55]1[CH:64]=[CH:63][C:62]([N:65]2[CH2:70][CH2:69][N:68]([CH3:71])[CH2:67][CH2:66]2)=[C:61]2[C:56]=1CCNC2.[C:72]([O:75][CH2:76][CH3:77])(=O)C, predict the reaction product. The product is: [CH3:72][O:75][C:76]1[CH:77]=[CH:36][C:32]([NH:31][S:28]([C:25]2[CH:24]=[CH:51][C:52]([NH:48][C:41]([N:43]3[CH2:44][CH2:61][C:56]4[C:46](=[C:62]([N:65]5[CH2:66][CH2:67][N:68]([CH3:71])[CH2:69][CH2:70]5)[CH:63]=[CH:64][C:55]=4[O:54][CH3:53])[CH2:47]3)=[O:42])=[CH:27][CH:26]=2)(=[O:29])=[O:30])=[CH:33][CH:34]=1.